This data is from Full USPTO retrosynthesis dataset with 1.9M reactions from patents (1976-2016). The task is: Predict the reactants needed to synthesize the given product. Given the product [C:12]1([N:15]2[CH2:20][CH2:19][N:18]([C:2]([NH:1][C:4](=[O:5])[O:6][CH2:7][CH3:8])=[S:3])[CH2:17][CH2:16]2)[CH:13]=[CH:14][CH:9]=[CH:10][CH:11]=1, predict the reactants needed to synthesize it. The reactants are: [N:1]([C:4]([O:6][CH2:7][CH3:8])=[O:5])=[C:2]=[S:3].[CH:9]1[CH:10]=[CH:11][C:12]([N:15]2[CH2:20][CH2:19][NH:18][CH2:17][CH2:16]2)=[CH:13][CH:14]=1.